This data is from Full USPTO retrosynthesis dataset with 1.9M reactions from patents (1976-2016). The task is: Predict the reactants needed to synthesize the given product. (1) The reactants are: [I:1]I.[CH3:3][O:4][C:5]1[CH:10]=[CH:9][C:8]([C@H:11]2[CH2:13][C@@H:12]2[C:14]([O:16][CH2:17][CH3:18])=[O:15])=[CH:7][CH:6]=1. Given the product [I:1][C:10]1[CH:9]=[C:8]([C@H:11]2[CH2:13][C@@H:12]2[C:14]([O:16][CH2:17][CH3:18])=[O:15])[CH:7]=[CH:6][C:5]=1[O:4][CH3:3], predict the reactants needed to synthesize it. (2) Given the product [C:66]([O:65][C:59](=[O:64])[CH2:60][C:61]([N:5]([CH2:6][C@:7]12[CH2:45][CH2:44][C@@H:43]([C:46]([CH3:48])=[CH2:47])[C@@H:8]1[C@@H:9]1[C@@:22]([CH3:25])([CH2:23][CH2:24]2)[C@@:21]2([CH3:26])[C@@H:12]([C@:13]3([CH3:42])[C@@H:18]([CH2:19][CH2:20]2)[C:17]([CH3:28])([CH3:27])[C:16]([C:29]2[CH:41]=[CH:40][C:32]([C:33]([O:35][C:36]([CH3:37])([CH3:38])[CH3:39])=[O:34])=[CH:31][CH:30]=2)=[CH:15][CH2:14]3)[CH2:11][CH2:10]1)[CH2:4][CH2:3][N:2]([CH3:1])[CH3:49])=[O:62])([CH3:69])([CH3:68])[CH3:67], predict the reactants needed to synthesize it. The reactants are: [CH3:1][N:2]([CH3:49])[CH2:3][CH2:4][NH:5][CH2:6][C@:7]12[CH2:45][CH2:44][C@@H:43]([C:46]([CH3:48])=[CH2:47])[C@@H:8]1[C@@H:9]1[C@@:22]([CH3:25])([CH2:23][CH2:24]2)[C@@:21]2([CH3:26])[C@@H:12]([C@:13]3([CH3:42])[C@@H:18]([CH2:19][CH2:20]2)[C:17]([CH3:28])([CH3:27])[C:16]([C:29]2[CH:41]=[CH:40][C:32]([C:33]([O:35][C:36]([CH3:39])([CH3:38])[CH3:37])=[O:34])=[CH:31][CH:30]=2)=[CH:15][CH2:14]3)[CH2:11][CH2:10]1.CCN(C(C)C)C(C)C.[C:59]([O:65][C:66]([CH3:69])([CH3:68])[CH3:67])(=[O:64])[CH2:60][C:61]([O-])=[O:62].F[B-](F)(F)F.N1(OC(N(C)C)=[N+](C)C)C2C=CC=CC=2N=N1. (3) Given the product [Si:1]([O:8][C@@H:9]([CH:35]1[CH2:36][CH2:37]1)[CH2:10][O:11][C:12]1[C:13]([CH2:14][NH:15][CH3:16])=[CH:27][C:28]([NH2:32])=[CH:29][C:30]=1[F:31])([C:4]([CH3:7])([CH3:6])[CH3:5])([CH3:3])[CH3:2], predict the reactants needed to synthesize it. The reactants are: [Si:1]([O:8][C@@H:9]([CH:35]1[CH2:37][CH2:36]1)[CH2:10][O:11][C:12]1[C:30]([F:31])=[CH:29][C:28]([N+:32]([O-])=O)=[CH:27][C:13]=1[CH2:14][N:15](C)[C:16](=O)OCC1C=CC=CC=1)([C:4]([CH3:7])([CH3:6])[CH3:5])([CH3:3])[CH3:2]. (4) The reactants are: [CH3:1][C:2]([NH:14][C@@H:15]1[CH2:19][C@H:18]([C:20]2[CH:25]=[CH:24][CH:23]=[C:22]([O:26][C:27]([F:30])([F:29])[F:28])[CH:21]=2)[N:17]([C:31]2[CH:36]=[CH:35][C:34]([C:37]([F:40])([F:39])[F:38])=[CH:33][CH:32]=2)[C:16]1=[O:41])([C:4]1[CH:9]=[CH:8][N:7]=[C:6]([C:10]([F:13])([F:12])[F:11])[N:5]=1)[CH3:3].O.[C:43]1([CH3:53])[CH:48]=[CH:47][C:46]([S:49]([OH:52])(=[O:51])=[O:50])=[CH:45][CH:44]=1. Given the product [S:49]([C:46]1[CH:47]=[CH:48][C:43]([CH3:53])=[CH:44][CH:45]=1)([OH:52])(=[O:51])=[O:50].[CH3:3][C:2]([NH:14][C@@H:15]1[CH2:19][C@H:18]([C:20]2[CH:25]=[CH:24][CH:23]=[C:22]([O:26][C:27]([F:28])([F:29])[F:30])[CH:21]=2)[N:17]([C:31]2[CH:32]=[CH:33][C:34]([C:37]([F:38])([F:40])[F:39])=[CH:35][CH:36]=2)[C:16]1=[O:41])([C:4]1[CH:9]=[CH:8][N:7]=[C:6]([C:10]([F:11])([F:13])[F:12])[N:5]=1)[CH3:1], predict the reactants needed to synthesize it. (5) The reactants are: F[C:2]1[CH:3]=[CH:4][C:5]([C:8]([NH2:10])=[O:9])=[N:6][CH:7]=1.[O:11]1CCO[CH:12]1[C:16]1[CH:21]=[CH:20][C:19]([OH:22])=[C:18]([O:23][CH3:24])[CH:17]=1. Given the product [CH:12]([C:16]1[CH:21]=[CH:20][C:19]([O:22][C:2]2[CH:3]=[CH:4][C:5]([C:8]([NH2:10])=[O:9])=[N:6][CH:7]=2)=[C:18]([O:23][CH3:24])[CH:17]=1)=[O:11], predict the reactants needed to synthesize it. (6) Given the product [CH3:1][C:2]1[S:3][C:4]([CH3:10])=[CH:5][C:6]=1[CH:7]=[O:8], predict the reactants needed to synthesize it. The reactants are: [CH3:1][C:2]1[S:3][C:4]([CH3:10])=[CH:5][C:6]=1[C:7](O)=[O:8].Cl.